The task is: Predict the reaction yield, written as a fraction of the theoretical maximum amount of product (1.0 means a 100% yield; for example, 0.34 means a 34% yield).. This data is from Reaction yield outcomes from USPTO patents with 853,638 reactions. (1) The reactants are [Cl:1][C:2]1[C:3]([F:42])=[C:4]([C@@H:8]2[C@:12]([C:15]3[CH:20]=[CH:19][C:18]([Cl:21])=[CH:17][C:16]=3[F:22])([C:13]#[N:14])[C@H:11]([CH2:23][C:24]([CH3:27])([CH3:26])[CH3:25])[NH:10][C@H:9]2[C:28]([NH:30][C:31]2[CH:39]=[CH:38][C:34]([C:35]([OH:37])=[O:36])=[CH:33][C:32]=2[O:40][CH3:41])=[O:29])[CH:5]=[CH:6][CH:7]=1.C(=O)([O-])[O-].[Cs+].[Cs+].[P:49]([O:61][CH2:62]Cl)([O:56][C:57]([CH3:60])([CH3:59])[CH3:58])([O:51][C:52]([CH3:55])([CH3:54])[CH3:53])=[O:50]. The catalyst is CN(C)C=O. The product is [C:52]([O:51][P:49]([O:56][C:57]([CH3:60])([CH3:59])[CH3:58])([O:61][CH2:62][O:36][C:35](=[O:37])[C:34]1[CH:38]=[CH:39][C:31]([NH:30][C:28]([C@H:9]2[C@H:8]([C:4]3[CH:5]=[CH:6][CH:7]=[C:2]([Cl:1])[C:3]=3[F:42])[C@:12]([C:15]3[CH:20]=[CH:19][C:18]([Cl:21])=[CH:17][C:16]=3[F:22])([C:13]#[N:14])[C@H:11]([CH2:23][C:24]([CH3:26])([CH3:27])[CH3:25])[NH:10]2)=[O:29])=[C:32]([O:40][CH3:41])[CH:33]=1)=[O:50])([CH3:55])([CH3:54])[CH3:53]. The yield is 0.700. (2) The reactants are [H-].[Al+3].[Li+].[H-].[H-].[H-].C([CH:9]([CH:13]1[CH2:18][N:17]([CH2:19][C:20]2[CH:25]=[CH:24][CH:23]=[CH:22][CH:21]=2)[CH2:16][CH2:15][NH:14]1)[C:10]([O-])=[O:11])C.[OH-].[Na+].S([O-])([O-])(=O)=O.[Na+].[Na+]. The catalyst is O1CCCC1.O. The product is [CH2:19]([N:17]1[CH2:16][CH2:15][NH:14][CH:13]([CH2:9][CH2:10][OH:11])[CH2:18]1)[C:20]1[CH:21]=[CH:22][CH:23]=[CH:24][CH:25]=1. The yield is 0.910. (3) The reactants are [F:1][C:2]1[CH:7]=[CH:6][C:5]([S:8]([CH2:11][CH2:12][C:13]([OH:15])=O)(=O)=O)=[CH:4][CH:3]=1.C(Cl)(=O)C(Cl)=O.[Al+3].[Cl-].[Cl-].[Cl-].Cl. The catalyst is ClCCl.CN(C)C=O.O. The product is [F:1][C:2]1[CH:3]=[CH:4][C:5]2[S:8][CH2:11][CH2:12][C:13](=[O:15])[C:6]=2[CH:7]=1. The yield is 0.930. (4) The reactants are [F:1][C:2]([F:18])([F:17])[C:3]1[O:7][N:6]=[C:5]([C:8]2[CH:16]=[CH:15][C:11]([C:12]([OH:14])=O)=[CH:10][CH:9]=2)[CH:4]=1.Cl.NO.C([N:24]([CH2:27]C)CC)C.C1CCC(N=C=NC2CCCCC2)CC1.CN([CH:47]=[O:48])C. The catalyst is ClCCl.CN(C1C=CN=CC=1)C. The product is [CH3:47][O:48][N:24]([CH3:27])[C:12](=[O:14])[C:11]1[CH:10]=[CH:9][C:8]([C:5]2[CH:4]=[C:3]([C:2]([F:1])([F:18])[F:17])[O:7][N:6]=2)=[CH:16][CH:15]=1. The yield is 0.740. (5) The reactants are [C:1]([O:5][C:6](=[O:32])[NH:7][C@H:8]([C:18](N1[C@@H](C2C=CC=CC=2)COC1=O)=[O:19])[C@H:9]([C:12]1[CH:17]=[CH:16][CH:15]=[CH:14][CH:13]=1)[CH2:10][CH3:11])([CH3:4])([CH3:3])[CH3:2].[OH:33]O.O.[OH-].[Li+]. The catalyst is O1CCCC1.O. The product is [C:1]([O:5][C:6]([NH:7][C@@H:8]([C@H:9]([C:12]1[CH:13]=[CH:14][CH:15]=[CH:16][CH:17]=1)[CH2:10][CH3:11])[C:18]([OH:19])=[O:33])=[O:32])([CH3:2])([CH3:3])[CH3:4]. The yield is 0.580. (6) The reactants are [NH2:1][C:2]1[CH:3]=[C:4]([N:8]2[C:12]3=[N:13][CH:14]=[N:15][C:16]([NH2:17])=[C:11]3[CH:10]=[N:9]2)[CH:5]=[CH:6][CH:7]=1.[CH3:18][O:19][C:20]1[CH:25]=[CH:24][C:23]([S:26](Cl)(=[O:28])=[O:27])=[CH:22][CH:21]=1.C(N(C(C)C)CC)(C)C.CN(C=O)C. The catalyst is CO. The product is [NH2:17][C:16]1[N:15]=[CH:14][N:13]=[C:12]2[N:8]([C:4]3[CH:3]=[C:2]([NH:1][S:26]([C:23]4[CH:22]=[CH:21][C:20]([O:19][CH3:18])=[CH:25][CH:24]=4)(=[O:28])=[O:27])[CH:7]=[CH:6][CH:5]=3)[N:9]=[CH:10][C:11]=12. The yield is 0.520. (7) The reactants are [OH:1][NH:2][C:3]([C:5]1[CH:6]=[C:7]([N:11]2[C:17](=[O:18])[CH2:16][C:15](=[O:19])[NH:14][C:13]3[C:20]4[C:25]([CH:26]=[CH:27][C:12]2=3)=[CH:24][CH:23]=[CH:22][CH:21]=4)[CH:8]=[CH:9][CH:10]=1)=[NH:4].C1CCN2C(=NCCC2)CC1.[C:39](N1C=CN=C1)(N1C=CN=C1)=[S:40].Cl. The catalyst is C(#N)C. The product is [S:40]=[C:39]1[O:1][N:2]=[C:3]([C:5]2[CH:6]=[C:7]([N:11]3[C:17](=[O:18])[CH2:16][C:15](=[O:19])[NH:14][C:13]4[C:20]5[C:25]([CH:26]=[CH:27][C:12]3=4)=[CH:24][CH:23]=[CH:22][CH:21]=5)[CH:8]=[CH:9][CH:10]=2)[NH:4]1. The yield is 0.410. (8) The reactants are [CH3:1][CH:2]([CH3:37])[CH2:3][C@@H:4]([NH:21][C:22]1[CH:36]=[CH:35][C:25]([C:26]([NH:28][CH2:29][CH2:30][C:31]([O:33]C)=[O:32])=[O:27])=[CH:24][N:23]=1)[C:5]1[CH:10]=[CH:9][C:8]([C:11]2[CH:16]=[CH:15][C:14]([C:17]([F:20])([F:19])[F:18])=[CH:13][CH:12]=2)=[CH:7][CH:6]=1.O1CCCC1.[OH-].[Na+]. The product is [CH3:1][CH:2]([CH3:37])[CH2:3][C@@H:4]([NH:21][C:22]1[CH:36]=[CH:35][C:25]([C:26]([NH:28][CH2:29][CH2:30][C:31]([OH:33])=[O:32])=[O:27])=[CH:24][N:23]=1)[C:5]1[CH:6]=[CH:7][C:8]([C:11]2[CH:12]=[CH:13][C:14]([C:17]([F:19])([F:20])[F:18])=[CH:15][CH:16]=2)=[CH:9][CH:10]=1. The yield is 0.764. The catalyst is CO. (9) The reactants are [C:1]([C:3]1[CH:4]=[C:5]([S:32]([N:35](CC2C=CC(OC)=CC=2OC)[C:36]2[S:40][N:39]=[CH:38][N:37]=2)(=[O:34])=[O:33])[CH:6]=[CH:7][C:8]=1[O:9][C:10]1[CH:15]=[CH:14][C:13]([C:16]2[CH:21]=[CH:20][CH:19]=[CH:18][C:17]=2[C:22]([F:25])([F:24])[F:23])=[CH:12][C:11]=1[C:26]1[CH:31]=[CH:30][N:29]=[N:28][CH:27]=1)#[N:2]. The catalyst is Cl.O1CCOCC1. The product is [C:1]([C:3]1[CH:4]=[C:5]([S:32]([NH:35][C:36]2[S:40][N:39]=[CH:38][N:37]=2)(=[O:33])=[O:34])[CH:6]=[CH:7][C:8]=1[O:9][C:10]1[CH:15]=[CH:14][C:13]([C:16]2[CH:21]=[CH:20][CH:19]=[CH:18][C:17]=2[C:22]([F:25])([F:23])[F:24])=[CH:12][C:11]=1[C:26]1[CH:31]=[CH:30][N:29]=[N:28][CH:27]=1)#[N:2]. The yield is 0.230.